From a dataset of Full USPTO retrosynthesis dataset with 1.9M reactions from patents (1976-2016). Predict the reactants needed to synthesize the given product. (1) Given the product [OH:2][C:3]1[CH:4]=[C:5]([C:9]([C:11]2[C:19]3[C:14](=[C:15]([C:20]([F:23])([F:22])[F:21])[CH:16]=[CH:17][CH:18]=3)[NH:13][N:12]=2)=[O:10])[CH:6]=[CH:7][CH:8]=1, predict the reactants needed to synthesize it. The reactants are: C[O:2][C:3]1[CH:4]=[C:5]([C:9]([C:11]2[C:19]3[C:14](=[C:15]([C:20]([F:23])([F:22])[F:21])[CH:16]=[CH:17][CH:18]=3)[NH:13][N:12]=2)=[O:10])[CH:6]=[CH:7][CH:8]=1.B(Br)(Br)Br. (2) Given the product [CH3:26][O:27][C:28]1[CH:33]=[C:32]([CH3:34])[N:31]=[C:30]([N:35]2[CH2:36][CH2:37][N:38]([CH2:12][CH2:13][CH2:14][C:15]3[C:23]4[C:18](=[CH:19][CH:20]=[C:21]([C:24]#[N:25])[CH:22]=4)[NH:17][CH:16]=3)[CH2:39][CH2:40]2)[N:29]=1, predict the reactants needed to synthesize it. The reactants are: CC1C=CC(S(O[CH2:12][CH2:13][CH2:14][C:15]2[C:23]3[C:18](=[CH:19][CH:20]=[C:21]([C:24]#[N:25])[CH:22]=3)[NH:17][CH:16]=2)(=O)=O)=CC=1.[CH3:26][O:27][C:28]1[CH:33]=[C:32]([CH3:34])[N:31]=[C:30]([N:35]2[CH2:40][CH2:39][NH:38][CH2:37][CH2:36]2)[N:29]=1.C(=O)([O-])[O-].[K+].[K+].[I-].[K+].